Predict which catalyst facilitates the given reaction. From a dataset of Catalyst prediction with 721,799 reactions and 888 catalyst types from USPTO. (1) Reactant: [OH:1][C:2]1[CH:11]=[C:10]([OH:12])[CH:9]=[C:8]2[C:3]=1[C:4]([CH2:14][CH2:15][CH3:16])=[CH:5][C:6](=[O:13])[O:7]2.[C:17](Cl)(=[O:22])[C:18]([CH3:21])([CH3:20])[CH3:19]. Product: [C:17]([O:1][C:2]1[CH:11]=[C:10]([O:12][C:17](=[O:22])[C:18]([CH3:21])([CH3:20])[CH3:19])[CH:9]=[C:8]2[C:3]=1[C:4]([CH2:14][CH2:15][CH3:16])=[CH:5][C:6](=[O:13])[O:7]2)(=[O:22])[C:18]([CH3:21])([CH3:20])[CH3:19]. The catalyst class is: 877. (2) Reactant: [N+:1]([C:4]1[CH:5]=[C:6]2[C:11](=[CH:12][CH:13]=1)[NH:10][C:9](=[O:14])[CH2:8][CH2:7]2)([O-:3])=[O:2].Cl.Cl[CH2:17][CH2:18][N:19]([CH3:21])[CH3:20].C(=O)([O-])[O-].[K+].[K+]. Product: [CH3:20][N:19]([CH3:21])[CH2:18][CH2:17][N:10]1[C:11]2[C:6](=[CH:5][C:4]([N+:1]([O-:3])=[O:2])=[CH:13][CH:12]=2)[CH2:7][CH2:8][C:9]1=[O:14]. The catalyst class is: 3. (3) Reactant: [C:1]([O:5][C:6](=[O:28])[NH:7][C:8]([C:10]1[S:11][C:12]([S:26][CH3:27])=[C:13]([S:15]([C:18]2[CH:23]=[C:22]([OH:24])[CH:21]=[C:20](Br)[CH:19]=2)(=[O:17])=[O:16])[CH:14]=1)=[NH:9])([CH3:4])([CH3:3])[CH3:2].[Cl:29][C:30]1[CH:35]=[CH:34][CH:33]=[CH:32][C:31]=1B(O)O.C([O-])([O-])=O.[Na+].[Na+]. Product: [C:1]([O:5][C:6](=[O:28])[NH:7][C:8]([C:10]1[S:11][C:12]([S:26][CH3:27])=[C:13]([S:15]([C:18]2[CH:19]=[C:20]([C:31]3[CH:32]=[CH:33][CH:34]=[CH:35][C:30]=3[Cl:29])[CH:21]=[C:22]([OH:24])[CH:23]=2)(=[O:17])=[O:16])[CH:14]=1)=[NH:9])([CH3:4])([CH3:3])[CH3:2]. The catalyst class is: 73. (4) Reactant: [CH3:1][O:2][C:3](=[O:30])[C:4]([C:7]1[CH:12]=[CH:11][C:10]([N:13]2[C:17](=[O:18])[C:16]([CH3:20])([CH3:19])[N:15]([CH2:21][C:22]3[CH:27]=[CH:26][N:25]=[C:24](Cl)[CH:23]=3)[C:14]2=[O:29])=[CH:9][CH:8]=1)([CH3:6])[CH3:5].[NH2:31][C:32]1[CH:33]=[N:34][CH:35]=[CH:36][CH:37]=1.CC1(C)C2C=CC(P(C3C=CC=CC=3)C3C=CC=CC=3)=CC=2OC2C1=CC=C(P(C1C=CC=CC=1)C1C=CC=CC=1)C=2.C(=O)([O-])[O-].[Cs+].[Cs+]. Product: [CH3:19][C:16]1([CH3:20])[C:17](=[O:18])[N:13]([C:10]2[CH:11]=[CH:12][C:7]([C:4]([CH3:6])([CH3:5])[C:3]([O:2][CH3:1])=[O:30])=[CH:8][CH:9]=2)[C:14](=[O:29])[N:15]1[CH2:21][C:22]1[CH:27]=[CH:26][N:25]=[C:24]([NH:31][C:32]2[CH:33]=[N:34][CH:35]=[CH:36][CH:37]=2)[CH:23]=1. The catalyst class is: 160. (5) Reactant: [OH:1][C:2]1[CH:9]=[C:8]([O:10][CH3:11])[C:7]([C:12]2[S:13][CH:14]=[CH:15][CH:16]=2)=[CH:6][C:3]=1[CH:4]=[O:5].C(=O)([O-])[O-].[K+].[K+].[Si:23]([O:30][CH2:31][CH:32]([CH2:39][O:40][Si:41]([C:44]([CH3:47])([CH3:46])[CH3:45])([CH3:43])[CH3:42])[CH2:33]OS(C)(=O)=O)([C:26]([CH3:29])([CH3:28])[CH3:27])([CH3:25])[CH3:24]. Product: [Si:23]([O:30][CH2:31][CH:32]([CH2:39][O:40][Si:41]([C:44]([CH3:45])([CH3:47])[CH3:46])([CH3:42])[CH3:43])[CH2:33][O:1][C:2]1[CH:9]=[C:8]([O:10][CH3:11])[C:7]([C:12]2[S:13][CH:14]=[CH:15][CH:16]=2)=[CH:6][C:3]=1[CH:4]=[O:5])([C:26]([CH3:29])([CH3:28])[CH3:27])([CH3:25])[CH3:24]. The catalyst class is: 35.